From a dataset of Peptide-MHC class I binding affinity with 185,985 pairs from IEDB/IMGT. Regression. Given a peptide amino acid sequence and an MHC pseudo amino acid sequence, predict their binding affinity value. This is MHC class I binding data. (1) The peptide sequence is FLIGVYQQY. The MHC is HLA-A02:16 with pseudo-sequence HLA-A02:16. The binding affinity (normalized) is 0.547. (2) The peptide sequence is IYRIMQRGLL. The MHC is HLA-B08:01 with pseudo-sequence HLA-B08:01. The binding affinity (normalized) is 0.395. (3) The peptide sequence is RSYMSFWCK. The MHC is HLA-B57:01 with pseudo-sequence HLA-B57:01. The binding affinity (normalized) is 0.0847. (4) The peptide sequence is CELYHYQECV. The MHC is HLA-B40:02 with pseudo-sequence HLA-B40:02. The binding affinity (normalized) is 0.167. (5) The binding affinity (normalized) is 0.851. The peptide sequence is HTAAPWGSY. The MHC is HLA-B15:17 with pseudo-sequence HLA-B15:17.